This data is from Full USPTO retrosynthesis dataset with 1.9M reactions from patents (1976-2016). The task is: Predict the reactants needed to synthesize the given product. (1) Given the product [CH2:12]([O:11][C:9]([C:8]1[C:7]2[C:2](=[N:3][CH:4]=[CH:5][CH:6]=2)[S:15][C:14]=1[S:16][CH3:19])=[O:10])[CH3:13], predict the reactants needed to synthesize it. The reactants are: Cl[C:2]1[C:7]([CH2:8][C:9]([O:11][CH2:12][CH3:13])=[O:10])=[CH:6][CH:5]=[CH:4][N:3]=1.[C:14](=[S:16])=[S:15].[H-].[Na+].[CH3:19]I. (2) Given the product [CH2:26]([N:11]1[CH2:12][CH:13]=[C:8]([C:4]2[CH:5]=[CH:6][CH:7]=[C:2]([Br:1])[CH:3]=2)[CH2:9][CH2:10]1)[C:16]1[CH:21]=[CH:20][CH:19]=[CH:18][CH:17]=1, predict the reactants needed to synthesize it. The reactants are: [Br:1][C:2]1[CH:3]=[C:4]([C:8]2(O)[CH2:13][CH2:12][NH:11][CH2:10][CH2:9]2)[CH:5]=[CH:6][CH:7]=1.O.[C:16]1([CH3:26])[CH:21]=[CH:20][C:19](S(O)(=O)=O)=[CH:18][CH:17]=1.O.[OH-].[Na+]. (3) Given the product [CH2:14]([O:16][CH2:17][CH2:18][CH2:19][NH:20][C:21](=[O:28])[CH:22]([NH:23][C:7]1[CH:6]=[C:5]([CH2:1][CH2:2][CH2:3][CH3:4])[N:10]=[C:9]([Cl:11])[N:8]=1)[CH2:24][CH:25]([CH3:26])[CH3:27])[CH3:15], predict the reactants needed to synthesize it. The reactants are: [CH2:1]([C:5]1[N:10]=[C:9]([Cl:11])[N:8]=[C:7](Cl)[CH:6]=1)[CH2:2][CH2:3][CH3:4].Cl.[CH2:14]([O:16][CH2:17][CH2:18][CH2:19][NH:20][C:21](=[O:28])[C@H:22]([CH2:24][CH:25]([CH3:27])[CH3:26])[NH2:23])[CH3:15].C(N(CC)C(C)C)(C)C.